Task: Predict the reaction yield, written as a fraction of the theoretical maximum amount of product (1.0 means a 100% yield; for example, 0.34 means a 34% yield).. Dataset: Reaction yield outcomes from USPTO patents with 853,638 reactions (1) The reactants are Br[C:2]1[CH:7]=[CH:6][C:5]([C:8](=[O:17])[CH2:9][C:10]([CH3:16])([CH3:15])[C:11]([O:13][CH3:14])=[O:12])=[CH:4][CH:3]=1.B1(B2OC(C)(C)C(C)(C)O2)OC(C)(C)C(C)(C)O1.C([O-])(=O)C.[K+].Cl[C:42]1[CH:43]=[CH:44][C:45]([N+:50]([O-:52])=[O:51])=[C:46]([O:48][CH3:49])[CH:47]=1.C(=O)([O-])[O-].[Cs+].[Cs+]. The catalyst is CN(C)C=O.C([O-])(=O)C.[Pd+2].C([O-])(=O)C.O. The product is [CH3:49][O:48][C:46]1[CH:47]=[C:42]([C:2]2[CH:7]=[CH:6][C:5]([C:8](=[O:17])[CH2:9][C:10]([CH3:16])([CH3:15])[C:11]([O:13][CH3:14])=[O:12])=[CH:4][CH:3]=2)[CH:43]=[CH:44][C:45]=1[N+:50]([O-:52])=[O:51]. The yield is 0.480. (2) The reactants are [CH2:1]([N:8]1[CH2:12][CH2:11][NH:10][C:9]1=[N:13]C#N)[C:2]1[CH:7]=[CH:6][CH:5]=[CH:4][CH:3]=1.C(N1CCNC1=N)C1C=CC=CC=1.[CH2:29]([NH:36][C:37]([C:39]1[S:43][C:42](Br)=[N:41][C:40]=1[CH3:45])=[O:38])[C:30]1[CH:35]=[CH:34][CH:33]=[CH:32][CH:31]=1. No catalyst specified. The product is [CH2:29]([NH:36][C:37]([C:39]1[S:43][C:42]([N:10]2[CH2:11][CH2:12][N:8]([CH2:1][C:2]3[CH:3]=[CH:4][CH:5]=[CH:6][CH:7]=3)[C:9]2=[NH:13])=[N:41][C:40]=1[CH3:45])=[O:38])[C:30]1[CH:31]=[CH:32][CH:33]=[CH:34][CH:35]=1. The yield is 0.0400. (3) The product is [CH:3]1[C:4]2[C:5]3[C:10](=[CH:9][CH:8]=[CH:7][CH:6]=3)[C:11]3[C:16](=[CH:15][CH:14]=[CH:13][CH:12]=3)[C:17]=2[CH:18]=[CH:19][C:2]=1[C:32]1[C:26]2[S:25][C:24]3[CH:23]=[CH:22][CH:21]=[CH:20][C:28]=3[C:27]=2[CH:29]=[CH:30][CH:31]=1. The catalyst is C1C=CC([P]([Pd]([P](C2C=CC=CC=2)(C2C=CC=CC=2)C2C=CC=CC=2)([P](C2C=CC=CC=2)(C2C=CC=CC=2)C2C=CC=CC=2)[P](C2C=CC=CC=2)(C2C=CC=CC=2)C2C=CC=CC=2)(C2C=CC=CC=2)C2C=CC=CC=2)=CC=1.O. The reactants are Br[C:2]1[CH:19]=[CH:18][C:17]2[C:16]3[C:11](=[CH:12][CH:13]=[CH:14][CH:15]=3)[C:10]3[C:5](=[CH:6][CH:7]=[CH:8][CH:9]=3)[C:4]=2[CH:3]=1.[CH:20]1[C:28]2[C:27]3[CH:29]=[CH:30][CH:31]=[CH:32][C:26]=3[S:25][C:24]=2[C:23](B(O)O)=[CH:22][CH:21]=1.C(=O)([O-])[O-].[K+].[K+].C1(C)C=CC=CC=1. The yield is 0.860. (4) The reactants are [CH3:1][N:2]1[CH:6]=[CH:5][N:4]=[C:3]1[C:7]1[S:15][C:14]2[C:9](=[N:10][CH:11]=[CH:12][C:13]=2[NH:16][C:17]2[CH:22]=[CH:21][C:20]([NH2:23])=[CH:19][CH:18]=2)[CH:8]=1.Cl.Cl.N1C2C(=NC=CC=2OC2C=CC(N[C:43]([NH:45][C:46](=[O:56])[CH2:47][C:48]3[C:53](Cl)=[CH:52][CH:51]=[CH:50][C:49]=3Cl)=[S:44])=CC=2F)C=C1.ClC1C=CC=C(Cl)C=1CC(N=C=S)=O.[N-]=C=S. No catalyst specified. The product is [CH3:1][N:2]1[CH:6]=[CH:5][N:4]=[C:3]1[C:7]1[S:15][C:14]2[C:9](=[N:10][CH:11]=[CH:12][C:13]=2[NH:16][C:17]2[CH:22]=[CH:21][C:20]([NH:23][C:43]([NH:45][C:46](=[O:56])[CH2:47][C:48]3[CH:49]=[CH:50][CH:51]=[CH:52][CH:53]=3)=[S:44])=[CH:19][CH:18]=2)[CH:8]=1. The yield is 0.120. (5) The reactants are Cl.[F:2][C:3]1[C:8]([NH:9][C:10]2[C:15]([C:16]3[N:24]=[CH:23][N:22]=[C:21]4[C:17]=3[N:18]=[CH:19][N:20]4C3CCCCO3)=[CH:14][CH:13]=[CH:12][N:11]=2)=[C:7]([F:31])[CH:6]=[CH:5][C:4]=1[NH:32][S:33]([CH2:36][C:37]1[CH:42]=[CH:41][CH:40]=[CH:39][C:38]=1[N+:43]([O-:45])=[O:44])(=[O:35])=[O:34]. No catalyst specified. The product is [N:24]1[C:16]([C:15]2[C:10]([NH:9][C:8]3[C:3]([F:2])=[C:4]([NH:32][S:33]([CH2:36][C:37]4[CH:42]=[CH:41][CH:40]=[CH:39][C:38]=4[N+:43]([O-:45])=[O:44])(=[O:35])=[O:34])[CH:5]=[CH:6][C:7]=3[F:31])=[N:11][CH:12]=[CH:13][CH:14]=2)=[C:17]2[C:21]([NH:20][CH:19]=[N:18]2)=[N:22][CH:23]=1. The yield is 0.870. (6) The reactants are [Cl:1][C:2]1[CH:3]=[C:4]([C:8]2[C:13]([O:14][CH3:15])=[CH:12][CH:11]=[C:10]([CH2:16]O)[C:9]=2[F:18])[CH:5]=[CH:6][CH:7]=1.C1C=CC(P(C2C=CC=CC=2)C2C=CC=CC=2)=CC=1.C1C(=O)N([Br:45])C(=O)C1. The catalyst is ClCCl. The product is [Br:45][CH2:16][C:10]1[C:9]([F:18])=[C:8]([C:4]2[CH:5]=[CH:6][CH:7]=[C:2]([Cl:1])[CH:3]=2)[C:13]([O:14][CH3:15])=[CH:12][CH:11]=1. The yield is 0.640. (7) The reactants are [CH3:1][O:2][C:3]([C:5]1[C:13]([NH:14][C:15]2[CH:20]=[CH:19][C:18]([Br:21])=[CH:17][CH:16]=2)=[C:12]([F:22])[C:8]2[N:9]=[CH:10][NH:11][C:7]=2[CH:6]=1)=[O:4].[Cl:23]N1C(=O)CCC1=O. The catalyst is CN(C)C=O. The product is [CH3:1][O:2][C:3]([C:5]1[C:13]([NH:14][C:15]2[CH:20]=[CH:19][C:18]([Br:21])=[CH:17][C:16]=2[Cl:23])=[C:12]([F:22])[C:8]2[N:9]=[CH:10][NH:11][C:7]=2[CH:6]=1)=[O:4]. The yield is 0.870. (8) The reactants are Br[C:2]1[CH:7]=[CH:6][C:5]([NH2:8])=[C:4]([Cl:9])[CH:3]=1.C(N(CC)CC)C.[CH3:17][C:18]1([CH3:25])[C:22]([CH3:24])([CH3:23])[O:21][BH:20][O:19]1. The catalyst is O1CCOCC1.CCOCC.O.C1C=CC([PH+]([C]2[CH][CH][CH][CH]2)C2C=CC=CC=2)=CC=1.C1C=CC([PH+]([C]2[CH][CH][CH][CH]2)C2C=CC=CC=2)=CC=1.C(Cl)Cl.Cl[Pd]Cl.[Fe]. The product is [Cl:9][C:4]1[CH:3]=[C:2]([B:20]2[O:21][C:22]([CH3:24])([CH3:23])[C:18]([CH3:25])([CH3:17])[O:19]2)[CH:7]=[CH:6][C:5]=1[NH2:8]. The yield is 0.500. (9) The reactants are C1C=CC=CC=1.[Cl:7]/C=C/Cl.[Cl:11][C:12]1[CH:19]=[CH:18][C:15]([CH:16]=[CH2:17])=[CH:14][CH:13]=1. No catalyst specified. The product is [Cl:11][C:12]1[CH:19]=[CH:18][C:15](/[CH:16]=[CH:17]/[Cl:7])=[CH:14][CH:13]=1. The yield is 0.690.